This data is from Antibody developability classification from SAbDab with 2,409 antibodies. The task is: Regression/Classification. Given an antibody's heavy chain and light chain sequences, predict its developability. TAP uses regression for 5 developability metrics; SAbDab uses binary classification. (1) The antibody is ['EVQLVQSGAEVKKPGSSVKVSCKASGGTFSSYAISWVRQAPGQGLEWMGSIIPWFGTTNYAQKFQGRVTITADESTSTAYMELSSLRSEDTAVYYCARDSEYYFDHWGQGTLVTVSS', 'DIQMTQSPSSVSASVGDRVTITCRASQGISNWLNWYQQKPGKAPKLLIYAASSLQSGVPSRFSGSGSGTDFTLTISSLQPEDFATYYCQQYSDDPTFGQGTKVEIK']. Result: 1 (developable). (2) Result: 1 (developable). The antibody is ['QVQLVESGGGLVQPGGSLRLSCAASGFTFSSYWMHWVRQAPGKGLVWVSRINSDGSDTNYADSVKGRFTFSRDNAKNTLYLQMTSLRAEDTAIYYCTRGRSYGFFDYWGQGALVTVSS', 'DIVMTQSPDTLSLSPGERATLSCRASQIISSNYLAWYQQQPGQAPRLLIYGASSRATGIPDRFSGSGSATDFTLTISRLEPEDFAVYYCQQYGTSPRTFGQGTKLEIK']. (3) The antibody is ['EVNLVESGGGLVQPGGSLKVSCVTSGFTFSDYYMYWVRQTPEKRLEWVAYISQGGDITDYPDTVKGRFTISRDNAKNSLYLQMSRLKSEDTAMYYCARGLDDGAWFAYWGQGTLVTVSV', 'DVLMTQIPVSLPVSLGDQASISCRSSQIIVHNNGNTYLEWYLQKPGQSPQLLIYKVSNRFSGVPDRFSGSGSGTDFTLKISRVEAEDLGVYYCFQGSHVPFTFGSGTKLEIK']. Result: 0 (not developable). (4) Result: 0 (not developable). The antibody is ['EVQLVESGGGLVKPGGSLRLTCVASGFTFSDVWLNWVRQAPGKGLEWVGRIKSRTDGGTTDYAASVKGRFTISRDDSKNTLYLQMNSLKTEDTAVYSCTTDGFIMIRGVSEDYYYYYMDVWGKGTTVTVSS', 'QSVLTQPPSVSAAPGQKVTISCSGSSSNIGNNYVLWYQQFPGTAPKLLIYGNNKRPSGIPDRFSGSKSGTSATLGITGLQTGDEADYFCATWDSGLSADWVFGGGTKLTVL']. (5) The antibody is ['EVKLVESGGGLVQPGGSLSLSCATSGFTFIDYYMSWFRQPPGKALEWLGLIRNKGNGYTMEYSASLKGRFTISRDNSQSIVYLHMNTLTAEDSATYYCARVDYGTNYDYWGQGTTLTVSS', 'DILMTQSQKFLSTSVGDRVSVTCKASQNVGTNVAWYQKKPGQSPKPLMYSASYRYSGVPDRFTGSGSGTDFTLTISNVQSEDLAEYFCQQFNRYPLTFGSGTKLELK']. Result: 0 (not developable).